Dataset: Full USPTO retrosynthesis dataset with 1.9M reactions from patents (1976-2016). Task: Predict the reactants needed to synthesize the given product. (1) Given the product [CH3:1][N:2]1[CH2:7][CH2:6][CH2:5][C:4]2([NH:12][C:11](=[O:13])[C:10]3[CH:14]=[C:15](/[CH:18]=[CH:19]/[C:20]([NH:37][O:38][CH:39]4[CH2:44][CH2:43][CH2:42][CH2:41][O:40]4)=[O:21])[CH:16]=[CH:17][C:9]=3[O:8]2)[CH2:3]1, predict the reactants needed to synthesize it. The reactants are: [CH3:1][N:2]1[CH2:7][CH2:6][CH2:5][C:4]2([NH:12][C:11](=[O:13])[C:10]3[CH:14]=[C:15](/[CH:18]=[CH:19]/[C:20](O)=[O:21])[CH:16]=[CH:17][C:9]=3[O:8]2)[CH2:3]1.C(Cl)CCl.C1C=CC2N(O)N=NC=2C=1.[NH2:37][O:38][CH:39]1[CH2:44][CH2:43][CH2:42][CH2:41][O:40]1. (2) Given the product [Cl:1][C:2]1[CH:7]=[CH:6][C:5]([NH:8][CH2:9][C:10]([OH:12])=[O:11])=[C:4]([O:15][C:16]2[CH:21]=[CH:20][C:19]([C:22]([F:23])([F:25])[F:24])=[C:18]([Cl:26])[CH:17]=2)[CH:3]=1, predict the reactants needed to synthesize it. The reactants are: [Cl:1][C:2]1[CH:7]=[CH:6][C:5]([NH:8][CH2:9][C:10]([O:12]CC)=[O:11])=[C:4]([O:15][C:16]2[CH:21]=[CH:20][C:19]([C:22]([F:25])([F:24])[F:23])=[C:18]([Cl:26])[CH:17]=2)[CH:3]=1.CO.[OH-].[Na+]. (3) Given the product [CH2:15]([N:22]([OH:23])[C:11]([C:3]1[N:2]=[CH:1][C:10]2[C:5]([CH:4]=1)=[CH:6][CH:7]=[CH:8][CH:9]=2)=[O:13])[C:16]1[CH:21]=[CH:20][CH:19]=[CH:18][CH:17]=1, predict the reactants needed to synthesize it. The reactants are: [CH:1]1[C:10]2[C:5](=[CH:6][CH:7]=[CH:8][CH:9]=2)[CH:4]=[C:3]([C:11]([OH:13])=O)[N:2]=1.Cl.[CH2:15]([NH:22][OH:23])[C:16]1[CH:21]=[CH:20][CH:19]=[CH:18][CH:17]=1. (4) Given the product [CH3:1][O:2][C:3]([C:5]1[S:6][C:7]([CH:35]2[CH2:36][CH2:37][C:38]([CH3:41])([CH3:42])[CH2:39][CH2:40]2)=[CH:8][C:9]=1[N:10]([C:26]([C@H:28]1[CH2:33][CH2:32][C@H:31]([CH3:34])[CH2:30][CH2:29]1)=[O:27])[C@H:11]1[CH2:12][CH2:13][C@H:14]([N:17]2[CH:21]=[CH:20][N:19]=[N:18]2)[CH2:15][CH2:16]1)=[O:4], predict the reactants needed to synthesize it. The reactants are: [CH3:1][O:2][C:3]([C:5]1[S:6][C:7]([CH:35]2[CH2:40][CH2:39][C:38]([CH3:42])([CH3:41])[CH2:37][CH2:36]2)=[CH:8][C:9]=1[N:10]([C:26]([C@H:28]1[CH2:33][CH2:32][C@H:31]([CH3:34])[CH2:30][CH2:29]1)=[O:27])[C@H:11]1[CH2:16][CH2:15][C@H:14]([N:17]2[CH:21]=[C:20]([Si](C)(C)C)[N:19]=[N:18]2)[CH2:13][CH2:12]1)=[O:4].CCCC[N+](CCCC)(CCCC)CCCC.[F-].O.[Cl-].[NH4+]. (5) Given the product [CH2:19]([N:12]1[C:13]2[C:18](=[CH:17][CH:16]=[CH:15][CH:14]=2)[C:10]([C:8]2[O:9][C:5]([C:3]([O:2][CH3:1])=[O:4])=[CH:6][CH:7]=2)=[N:11]1)[C:20]1[CH:25]=[CH:24][CH:23]=[CH:22][CH:21]=1, predict the reactants needed to synthesize it. The reactants are: [CH3:1][O:2][C:3]([C:5]1[O:9][C:8]([C:10]2[C:18]3[C:13](=[CH:14][CH:15]=[CH:16][CH:17]=3)[NH:12][N:11]=2)=[CH:7][CH:6]=1)=[O:4].[CH2:19](Br)[C:20]1[CH:25]=[CH:24][CH:23]=[CH:22][CH:21]=1.[H-].[Na+]. (6) The reactants are: [CH:1]1([O:7][C:8]2[CH:13]=[CH:12][C:11](I)=[CH:10][N:9]=2)[CH2:6][CH2:5][CH2:4][CH2:3][CH2:2]1.[C:15]1([C:21]#[CH:22])[CH:20]=[CH:19][CH:18]=[CH:17][CH:16]=1. Given the product [CH:1]1([O:7][C:8]2[CH:13]=[CH:12][C:11]([C:22]#[C:21][C:15]3[CH:20]=[CH:19][CH:18]=[CH:17][CH:16]=3)=[CH:10][N:9]=2)[CH2:6][CH2:5][CH2:4][CH2:3][CH2:2]1, predict the reactants needed to synthesize it.